Dataset: TCR-epitope binding with 47,182 pairs between 192 epitopes and 23,139 TCRs. Task: Binary Classification. Given a T-cell receptor sequence (or CDR3 region) and an epitope sequence, predict whether binding occurs between them. (1) The epitope is PROT_97E67BCC. The TCR CDR3 sequence is CASSLGSDTQYF. Result: 0 (the TCR does not bind to the epitope). (2) The epitope is YLQPRTFLL. The TCR CDR3 sequence is CAWTPGTSVNNEQFF. Result: 0 (the TCR does not bind to the epitope).